From a dataset of Reaction yield outcomes from USPTO patents with 853,638 reactions. Predict the reaction yield, written as a fraction of the theoretical maximum amount of product (1.0 means a 100% yield; for example, 0.34 means a 34% yield). The reactants are [OH:1][C:2]1[CH:3]=[C:4]([CH2:9][C:10]#[N:11])[CH:5]=[CH:6][C:7]=1[OH:8].CO[C:14](OC)([CH3:16])[CH3:15].CC1C=CC(S(O)(=O)=O)=CC=1. The catalyst is C1(C)C=CC=CC=1. The product is [CH3:15][C:14]1([CH3:16])[O:8][C:7]2[CH:6]=[CH:5][C:4]([CH2:9][C:10]#[N:11])=[CH:3][C:2]=2[O:1]1. The yield is 0.200.